This data is from Forward reaction prediction with 1.9M reactions from USPTO patents (1976-2016). The task is: Predict the product of the given reaction. (1) Given the reactants [NH:1]1[CH:5]=[CH:4][CH:3]=[C:2]1[C:6]([O:8][CH2:9][CH3:10])=[O:7].[CH2:11]([O:14][C:15]1[CH:20]=[CH:19][C:18]([CH2:21][CH2:22][C:23](Cl)=[O:24])=[CH:17][CH:16]=1)[CH:12]=[CH2:13], predict the reaction product. The product is: [CH2:11]([O:14][C:15]1[CH:20]=[CH:19][C:18]([CH2:21][CH2:22][C:23]([C:5]2[NH:1][C:2]([C:6]([O:8][CH2:9][CH3:10])=[O:7])=[CH:3][CH:4]=2)=[O:24])=[CH:17][CH:16]=1)[CH:12]=[CH2:13]. (2) Given the reactants C(O[C:4]([C:6]1([CH2:12][CH2:13]OC)[CH2:11][CH2:10][NH:9][CH2:8][CH2:7]1)=[O:5])C.[CH3:16][CH:17]([CH3:23])[CH2:18][S:19](Cl)(=[O:21])=[O:20].[F:24][C:25]([F:37])([F:36])[CH2:26][CH2:27][O:28][C:29]1[CH:34]=[CH:33][C:32]([NH2:35])=[CH:31][CH:30]=1, predict the reaction product. The product is: [CH3:16][CH:17]([CH3:23])[CH2:18][S:19]([N:9]1[CH2:8][CH2:7][C:6]2([C:4](=[O:5])[N:35]([C:32]3[CH:33]=[CH:34][C:29]([O:28][CH2:27][CH2:26][C:25]([F:24])([F:36])[F:37])=[CH:30][CH:31]=3)[CH2:13][CH2:12]2)[CH2:11][CH2:10]1)(=[O:21])=[O:20].